This data is from Forward reaction prediction with 1.9M reactions from USPTO patents (1976-2016). The task is: Predict the product of the given reaction. (1) The product is: [CH3:9][O:8][C:5]1[C:4]([N+:10]([O-:12])=[O:11])=[CH:3][C:2]([C:21]#[C:20][C:17]2[CH:16]=[N:15][C:14]([NH2:13])=[N:19][CH:18]=2)=[CH:7][CH:6]=1. Given the reactants Br[C:2]1[CH:7]=[CH:6][C:5]([O:8][CH3:9])=[C:4]([N+:10]([O-:12])=[O:11])[CH:3]=1.[NH2:13][C:14]1[N:19]=[CH:18][C:17]([C:20]#[CH:21])=[CH:16][N:15]=1.C(Cl)Cl, predict the reaction product. (2) Given the reactants FC(F)(F)C(O)=O.[CH3:8][C:9]1([CH3:24])[CH2:14][CH2:13][CH2:12][N:11]([NH:15][C:16]([C@@H:18]2[CH2:23][C@@H:22]3[C@@H:20]([CH2:21]3)[NH:19]2)=[O:17])[CH2:10]1.[C:25]([C:28]1[C:36]2[C:31](=[CH:32][C:33]([CH3:37])=[CH:34][CH:35]=2)[N:30]([CH2:38][C:39](O)=[O:40])[N:29]=1)(=[O:27])[NH2:26].C(P1(=O)OP(CCC)(=O)OP(CCC)(=O)O1)CC.CCN(C(C)C)C(C)C, predict the reaction product. The product is: [CH3:8][C:9]1([CH3:24])[CH2:14][CH2:13][CH2:12][N:11]([NH:15][C:16]([C@@H:18]2[CH2:23][C@@H:22]3[C@@H:20]([CH2:21]3)[N:19]2[C:39](=[O:40])[CH2:38][N:30]2[C:31]3[C:36](=[CH:35][CH:34]=[C:33]([CH3:37])[CH:32]=3)[C:28]([C:25]([NH2:26])=[O:27])=[N:29]2)=[O:17])[CH2:10]1.